Task: Predict the reactants needed to synthesize the given product.. Dataset: Full USPTO retrosynthesis dataset with 1.9M reactions from patents (1976-2016) (1) Given the product [CH3:33][C@H:26]1[CH2:25][C:24]2[C:29](=[CH:30][CH:31]=[C:22]([CH:5]3[O:4][CH2:3][C:2]4([CH3:1])[CH2:11][NH:10][CH2:9][CH2:8][N:7]4[CH2:6]3)[CH:23]=2)[C:28](=[O:32])[O:27]1, predict the reactants needed to synthesize it. The reactants are: [CH3:1][C:2]12[CH2:11][N:10](C(OCC3C=CC=CC=3)=O)[CH2:9][CH2:8][N:7]1[CH2:6][CH:5]([C:22]1[CH:23]=[C:24]3[C:29](=[CH:30][CH:31]=1)[C:28](=[O:32])[O:27][C@@H:26]([CH3:33])[CH2:25]3)[O:4][CH2:3]2. (2) Given the product [Br:20][CH2:36][C:35]1[C:30]([O:29][CH3:28])=[N:31][CH:32]=[CH:33][C:34]=1[CH3:38], predict the reactants needed to synthesize it. The reactants are: C1(P(C2C=CC=CC=2)C2C=CC=CC=2)C=CC=CC=1.[Br:20]N1C(=O)CCC1=O.[CH3:28][O:29][C:30]1[C:35]([CH2:36]O)=[C:34]([CH3:38])[CH:33]=[CH:32][N:31]=1.O. (3) Given the product [C:1]([O:5][C:6]([N:8]1[CH2:13][CH2:12][CH2:11][CH2:10][CH:9]1[CH2:14][C:15](=[O:17])[NH2:19])=[O:7])([CH3:4])([CH3:3])[CH3:2], predict the reactants needed to synthesize it. The reactants are: [C:1]([O:5][C:6]([N:8]1[CH2:13][CH2:12][CH2:11][CH2:10][CH:9]1[CH2:14][C:15]([OH:17])=O)=[O:7])([CH3:4])([CH3:3])[CH3:2].[Cl-].[NH4+:19]. (4) Given the product [C:30]([O:29][C:27](=[O:28])[CH2:26][N:22]1[CH:21]=[C:20]([C:11]2[CH:12]=[CH:13][C:14]([C:16]([F:18])([F:19])[F:17])=[CH:15][C:10]=2[CH2:9][N:3]([C:4]([CH:6]2[CH2:8][CH2:7]2)=[O:5])[CH2:1][CH3:2])[CH:24]=[N:23]1)([CH3:33])([CH3:32])[CH3:31], predict the reactants needed to synthesize it. The reactants are: [CH2:1]([N:3]([CH2:9][C:10]1[CH:15]=[C:14]([C:16]([F:19])([F:18])[F:17])[CH:13]=[CH:12][C:11]=1[C:20]1[CH:21]=[N:22][NH:23][CH:24]=1)[C:4]([CH:6]1[CH2:8][CH2:7]1)=[O:5])[CH3:2].Br[CH2:26][C:27]([O:29][C:30]([CH3:33])([CH3:32])[CH3:31])=[O:28].C(=O)([O-])[O-].[Cs+].[Cs+]. (5) Given the product [F:1][C:2]([F:11])([F:12])[C:3]1[CH:4]=[C:5]([CH:8]=[CH:9][CH:10]=1)[CH2:6][NH:7][C:14]1[C:15]2[CH:23]=[CH:22][CH:21]=[C:20]([C:24]([NH2:26])=[O:25])[C:16]=2[N:17]=[N:18][N:19]=1, predict the reactants needed to synthesize it. The reactants are: [F:1][C:2]([F:12])([F:11])[C:3]1[CH:4]=[C:5]([CH:8]=[CH:9][CH:10]=1)[CH2:6][NH2:7].O[C:14]1[C:15]2[CH:23]=[CH:22][CH:21]=[C:20]([C:24]([NH2:26])=[O:25])[C:16]=2[N:17]=[N:18][N:19]=1.